From a dataset of Forward reaction prediction with 1.9M reactions from USPTO patents (1976-2016). Predict the product of the given reaction. (1) Given the reactants Cl[C:2]1[CH:7]=[C:6]([C:8]([F:11])([F:10])[F:9])[N:5]=[CH:4][N:3]=1.CO.[NH3:14], predict the reaction product. The product is: [F:9][C:8]([F:11])([F:10])[C:6]1[N:5]=[CH:4][N:3]=[C:2]([NH2:14])[CH:7]=1. (2) The product is: [C:17]([C:25]1[CH:26]=[CH:27][C:28]([C:29]([NH:7][CH2:8][CH2:9][CH2:10][NH:11][C:12](=[O:16])[C:13]([CH3:15])=[CH2:14])=[O:31])=[CH:32][CH:33]=1)(=[O:24])[C:18]1[CH:19]=[CH:20][CH:21]=[CH:22][CH:23]=1. Given the reactants C1COCC1.Cl.[NH2:7][CH2:8][CH2:9][CH2:10][NH:11][C:12](=[O:16])[C:13]([CH3:15])=[CH2:14].[C:17]([C:25]1[CH:33]=[CH:32][C:28]([C:29]([OH:31])=O)=[CH:27][CH:26]=1)(=[O:24])[C:18]1[CH:23]=[CH:22][CH:21]=[CH:20][CH:19]=1.CN(C1C=CC=CN=1)C, predict the reaction product. (3) Given the reactants Cl[C:2]1[CH:7]=[CH:6][N:5]=[CH:4][C:3]=1[CH:8]=[O:9].[OH:10][CH2:11][C:12]1[CH:13]=[N:14][CH:15]=[CH:16][CH:17]=1, predict the reaction product. The product is: [N:5]1[CH:6]=[CH:7][CH:2]=[C:3]([CH2:8][O:9][C:17]2[C:12]([CH:11]=[O:10])=[CH:13][N:14]=[CH:15][CH:16]=2)[CH:4]=1. (4) Given the reactants [C:1]1(=[O:7])[O:6][C:4](=[O:5])[CH2:3][CH2:2]1.[OH:8][C@H:9]([C@H:15]([C@@H:17]1[C@:35]2([CH3:36])[C@H:20]([C@H:21]3[C@H:32]([CH2:33][CH2:34]2)[C@:30]2([CH3:31])[C:24]([CH2:25][C@H:26]([CH2:28][CH2:29]2)[OH:27])=[CH:23][CH2:22]3)[CH2:19][CH2:18]1)[CH3:16])[CH2:10][CH2:11][CH:12]([CH3:14])[CH3:13], predict the reaction product. The product is: [C:1]([OH:6])(=[O:7])[CH2:2][CH2:3][C:4]([OH:8])=[O:5].[C:1]([OH:6])(=[O:7])[CH2:2][CH2:3][C:4]([OH:8])=[O:5].[OH:8][C@H:9]([C@H:15]([C@@H:17]1[C@:35]2([CH3:36])[C@H:20]([C@H:21]3[C@H:32]([CH2:33][CH2:34]2)[C@:30]2([CH3:31])[C:24]([CH2:25][C@H:26]([CH2:28][CH2:29]2)[OH:27])=[CH:23][CH2:22]3)[CH2:19][CH2:18]1)[CH3:16])[CH2:10][CH2:11][CH:12]([CH3:14])[CH3:13]. (5) Given the reactants [NH2:1][C:2]1[N:3]=[CH:4][C:5]([C:18]2[CH:19]=[N:20][N:21]([CH:23]3[CH2:28][CH2:27][N:26]([C:29](=[O:31])[CH3:30])[CH2:25][CH2:24]3)[CH:22]=2)=[C:6]2[CH:10]=[C:9]([C:11]3[CH:16]=[CH:15][CH:14]=[C:13]([OH:17])[CH:12]=3)[O:8][C:7]=12.C(=O)([O-])[O-].[K+].[K+].Br[CH2:39][C:40]1[CH:45]=[CH:44][CH:43]=[CH:42][N:41]=1, predict the reaction product. The product is: [NH2:1][C:2]1[N:3]=[CH:4][C:5]([C:18]2[CH:19]=[N:20][N:21]([CH:23]3[CH2:24][CH2:25][N:26]([C:29](=[O:31])[CH3:30])[CH2:27][CH2:28]3)[CH:22]=2)=[C:6]2[CH:10]=[C:9]([C:11]3[CH:16]=[CH:15][CH:14]=[C:13]([O:17][CH2:39][C:40]4[CH:45]=[CH:44][CH:43]=[CH:42][N:41]=4)[CH:12]=3)[O:8][C:7]=12.